This data is from NCI-60 drug combinations with 297,098 pairs across 59 cell lines. The task is: Regression. Given two drug SMILES strings and cell line genomic features, predict the synergy score measuring deviation from expected non-interaction effect. (1) Drug 1: CCC1(CC2CC(C3=C(CCN(C2)C1)C4=CC=CC=C4N3)(C5=C(C=C6C(=C5)C78CCN9C7C(C=CC9)(C(C(C8N6C=O)(C(=O)OC)O)OC(=O)C)CC)OC)C(=O)OC)O.OS(=O)(=O)O. Drug 2: C1CN(P(=O)(OC1)NCCCl)CCCl. Cell line: NCI-H460. Synergy scores: CSS=1.75, Synergy_ZIP=2.00, Synergy_Bliss=4.37, Synergy_Loewe=1.52, Synergy_HSA=1.52. (2) Synergy scores: CSS=54.1, Synergy_ZIP=0.618, Synergy_Bliss=0.103, Synergy_Loewe=-2.38, Synergy_HSA=4.55. Cell line: NCIH23. Drug 2: C1CN(CCN1C(=O)CCBr)C(=O)CCBr. Drug 1: C1=CN(C(=O)N=C1N)C2C(C(C(O2)CO)O)O.Cl. (3) Drug 1: CCN(CC)CCCC(C)NC1=C2C=C(C=CC2=NC3=C1C=CC(=C3)Cl)OC. Drug 2: CCC1(C2=C(COC1=O)C(=O)N3CC4=CC5=C(C=CC(=C5CN(C)C)O)N=C4C3=C2)O.Cl. Cell line: OVCAR-4. Synergy scores: CSS=6.74, Synergy_ZIP=-9.22, Synergy_Bliss=-2.13, Synergy_Loewe=-4.50, Synergy_HSA=-1.91. (4) Drug 1: CC12CCC3C(C1CCC2NC(=O)OCC(F)(F)F)CCC4C3(C=CC(=O)N4C)C. Drug 2: C1CCC(C(C1)[NH-])[NH-].C(=O)(C(=O)[O-])[O-].[Pt+4]. Cell line: T-47D. Synergy scores: CSS=10.7, Synergy_ZIP=-6.20, Synergy_Bliss=-4.36, Synergy_Loewe=-4.72, Synergy_HSA=-3.22. (5) Synergy scores: CSS=52.3, Synergy_ZIP=-7.45, Synergy_Bliss=-8.62, Synergy_Loewe=-3.14, Synergy_HSA=-1.16. Drug 1: C1C(C(OC1N2C=NC3=C(N=C(N=C32)Cl)N)CO)O. Cell line: HCC-2998. Drug 2: C1CCC(C(C1)N)N.C(=O)(C(=O)[O-])[O-].[Pt+4]. (6) Drug 1: C1=C(C(=O)NC(=O)N1)N(CCCl)CCCl. Drug 2: CC1=C(C(=CC=C1)Cl)NC(=O)C2=CN=C(S2)NC3=CC(=NC(=N3)C)N4CCN(CC4)CCO. Cell line: HCC-2998. Synergy scores: CSS=13.3, Synergy_ZIP=4.44, Synergy_Bliss=9.65, Synergy_Loewe=5.94, Synergy_HSA=5.94. (7) Drug 1: C1=CN(C(=O)N=C1N)C2C(C(C(O2)CO)O)O.Cl. Drug 2: CC12CCC3C(C1CCC2O)C(CC4=C3C=CC(=C4)O)CCCCCCCCCS(=O)CCCC(C(F)(F)F)(F)F. Cell line: HCC-2998. Synergy scores: CSS=48.3, Synergy_ZIP=1.85, Synergy_Bliss=2.36, Synergy_Loewe=-15.0, Synergy_HSA=2.10. (8) Drug 1: C1=NC(=NC(=O)N1C2C(C(C(O2)CO)O)O)N. Drug 2: C1=CN(C=N1)CC(O)(P(=O)(O)O)P(=O)(O)O. Cell line: BT-549. Synergy scores: CSS=29.6, Synergy_ZIP=-9.08, Synergy_Bliss=-2.66, Synergy_Loewe=-8.44, Synergy_HSA=-2.91.